From a dataset of NCI-60 drug combinations with 297,098 pairs across 59 cell lines. Regression. Given two drug SMILES strings and cell line genomic features, predict the synergy score measuring deviation from expected non-interaction effect. Drug 1: C1=CC(=CC=C1C#N)C(C2=CC=C(C=C2)C#N)N3C=NC=N3. Drug 2: C1C(C(OC1N2C=C(C(=O)NC2=O)F)CO)O. Cell line: A498. Synergy scores: CSS=16.7, Synergy_ZIP=-0.331, Synergy_Bliss=3.21, Synergy_Loewe=-13.8, Synergy_HSA=-1.10.